The task is: Predict the product of the given reaction.. This data is from Forward reaction prediction with 1.9M reactions from USPTO patents (1976-2016). (1) Given the reactants [C:1]([C:5]1[CH:10]=[CH:9][C:8]([CH2:11][CH2:12][C:13]([O:15]CC)=[O:14])=[CH:7][CH:6]=1)([CH3:4])([CH3:3])[CH3:2].[OH-].[Li+], predict the reaction product. The product is: [C:1]([C:5]1[CH:6]=[CH:7][C:8]([CH2:11][CH2:12][C:13]([OH:15])=[O:14])=[CH:9][CH:10]=1)([CH3:4])([CH3:2])[CH3:3]. (2) The product is: [F:18][C:2]([F:1])([F:17])[C:3]1[CH:4]=[CH:5][C:6]([O:9][C:10]2[CH:11]=[CH:12][C:13]([O:16][C:27](=[O:28])[N:26]([CH:20]3[CH2:25][CH2:24][CH2:23][CH2:22][CH2:21]3)[CH3:35])=[CH:14][CH:15]=2)=[N:7][CH:8]=1. Given the reactants [F:1][C:2]([F:18])([F:17])[C:3]1[CH:4]=[CH:5][C:6]([O:9][C:10]2[CH:15]=[CH:14][C:13]([OH:16])=[CH:12][CH:11]=2)=[N:7][CH:8]=1.[I-].[CH:20]1([N:26]([CH3:35])[C:27](N2C=C[N+](C)=C2)=[O:28])[CH2:25][CH2:24][CH2:23][CH2:22][CH2:21]1, predict the reaction product. (3) Given the reactants [NH2:1][C:2]1[N:7]=[C:6]([CH3:8])[C:5]([CH:9]=[O:10])=[C:4]([NH:11][CH2:12][CH2:13][CH2:14][CH2:15][CH3:16])[N:3]=1.[BH4-].[Na+], predict the reaction product. The product is: [NH2:1][C:2]1[N:7]=[C:6]([CH3:8])[C:5]([CH2:9][OH:10])=[C:4]([NH:11][CH2:12][CH2:13][CH2:14][CH2:15][CH3:16])[N:3]=1. (4) Given the reactants [OH:1][C:2]1[C:10]([N+:11]([O-:13])=[O:12])=[CH:9][C:5]([C:6]([OH:8])=O)=[CH:4][C:3]=1[O:14][CH3:15].[Cl:16][C:17]1[N:26]=[C:25]([CH3:27])[C:24]([Cl:28])=[C:23]([CH3:29])[C:18]=1/[C:19](=[N:21]/O)/[NH2:20].N1C=CC=CC=1.Cl, predict the reaction product. The product is: [Cl:16][C:17]1[C:18]([C:19]2[N:20]=[C:6]([C:5]3[CH:9]=[C:10]([N+:11]([O-:13])=[O:12])[C:2]([OH:1])=[C:3]([O:14][CH3:15])[CH:4]=3)[O:8][N:21]=2)=[C:23]([CH3:29])[C:24]([Cl:28])=[C:25]([CH3:27])[N:26]=1. (5) Given the reactants N[C:2]1[CH:3]=[C:4]2[C:8](=[CH:9][CH:10]=1)[NH:7][N:6]=[CH:5]2.N([O-])=O.[Na+].[ClH:15], predict the reaction product. The product is: [Cl:15][C:2]1[CH:10]=[CH:9][C:8]2[C:4](=[CH:5][NH:6][N:7]=2)[CH:3]=1. (6) Given the reactants [CH2:1]([N:3]([CH2:7][CH3:8])[CH2:4][CH2:5][NH2:6])[CH3:2].S=[C:10]1[CH2:14][S:13][C:12](=[O:15])[NH:11]1.[CH:16]([C:18]1[CH:36]=[CH:35][C:21]([O:22][C:23]2[CH:30]=[CH:29][C:26]([C:27]#[N:28])=[C:25]([C:31]([F:34])([F:33])[F:32])[CH:24]=2)=[C:20]([O:37][CH3:38])[CH:19]=1)=O.CC(C)([O-])C.[K+].[Cl-].[NH4+], predict the reaction product. The product is: [CH2:1]([N:3]([CH2:7][CH3:8])[CH2:4][CH2:5][NH:6][C:10]1=[N:11][C:12](=[O:15])[S:13]/[C:14]/1=[CH:16]\[C:18]1[CH:36]=[CH:35][C:21]([O:22][C:23]2[CH:30]=[CH:29][C:26]([C:27]#[N:28])=[C:25]([C:31]([F:32])([F:33])[F:34])[CH:24]=2)=[C:20]([O:37][CH3:38])[CH:19]=1)[CH3:2].